This data is from hERG potassium channel inhibition data for cardiac toxicity prediction from Karim et al.. The task is: Regression/Classification. Given a drug SMILES string, predict its toxicity properties. Task type varies by dataset: regression for continuous values (e.g., LD50, hERG inhibition percentage) or binary classification for toxic/non-toxic outcomes (e.g., AMES mutagenicity, cardiotoxicity, hepatotoxicity). Dataset: herg_karim. (1) The drug is CCOC[C@H](Oc1ncnc2c1cnn2-c1ncccc1Cl)C(=O)Nc1ccc(C)cn1. The result is 0 (non-blocker). (2) The molecule is O=C1NC[C@@H](c2ccc(F)cc2)C12CCN([C@@H]1COCC[C@@]1(O)c1ccccc1)CC2. The result is 0 (non-blocker). (3) The molecule is O=C1COc2ccc(CNC34CCC(C[C@]5(O)Cn6c(=O)ccc7ncc(Cl)c5c76)(CC3)OC4)nc2N1. The result is 0 (non-blocker). (4) The result is 0 (non-blocker). The compound is Cc1csc(NC(=O)c2sc3nc4c(c(C(F)(F)F)c3c2N)CCC4)n1.